This data is from Catalyst prediction with 721,799 reactions and 888 catalyst types from USPTO. The task is: Predict which catalyst facilitates the given reaction. Reactant: [C:1]1([CH3:11])[CH:6]=[CH:5][C:4](S(O)(=O)=O)=[CH:3][CH:2]=1.C(O)C[OH:14].[C:16]([O:19][CH2:20][CH3:21])(=[O:18])C.CCCCCC. Product: [CH2:2]1[C@H:3]2[C@H:1]([CH2:6][C:5](=[O:14])[CH2:4]2)[CH2:11][C:16]21[O:19][CH2:20][CH2:21][O:18]2. The catalyst class is: 11.